This data is from hERG Central: cardiac toxicity at 1µM, 10µM, and general inhibition. The task is: Predict hERG channel inhibition at various concentrations. (1) The drug is Cc1ccc(C2(c3ccccc3)NC(=O)N(CC(=O)NCc3ccco3)C2=O)cc1C. Results: hERG_inhib (hERG inhibition (general)): blocker. (2) The compound is CCOc1cccc2sc(N(CCCN(C)C)C(=O)c3ccc(S(=O)(=O)N(CC)Cc4ccccc4)cc3)nc12.Cl. Results: hERG_inhib (hERG inhibition (general)): blocker. (3) The drug is N#Cc1ccc(Oc2ccc(/C=N/O)cn2)cc1. Results: hERG_inhib (hERG inhibition (general)): blocker. (4) The compound is Cc1ccc(C)c2[nH]c(=O)c(CN(CCCN(C)C)C(=O)NCc3ccccc3)cc12. Results: hERG_inhib (hERG inhibition (general)): blocker. (5) The compound is CC(=O)N1N=C(c2cccs2)CC1c1cccc([N+](=O)[O-])c1. Results: hERG_inhib (hERG inhibition (general)): blocker.